Dataset: Reaction yield outcomes from USPTO patents with 853,638 reactions. Task: Predict the reaction yield, written as a fraction of the theoretical maximum amount of product (1.0 means a 100% yield; for example, 0.34 means a 34% yield). (1) The reactants are [CH2:1]([C@@H:3]1[CH2:8][CH2:7][C@H:6]([O:9][C:10]2[CH:19]=[C:18]3[C:13]([CH:14]=[C:15]([CH3:20])[N:16]=[CH:17]3)=[CH:12][CH:11]=2)[CH2:5][CH2:4]1)[CH3:2].C1C(=O)N([Cl:28])C(=O)C1.C(O)(C(F)(F)F)=O. The catalyst is C(#N)C.O. The product is [Cl:28][C:19]1[C:10]([O:9][C@H:6]2[CH2:5][CH2:4][C@@H:3]([CH2:1][CH3:2])[CH2:8][CH2:7]2)=[CH:11][CH:12]=[C:13]2[C:18]=1[CH:17]=[N:16][C:15]([CH3:20])=[CH:14]2. The yield is 0.890. (2) The reactants are [CH:1]([C:4]1[CH:9]=[CH:8][CH:7]=[CH:6][N:5]=1)([CH3:3])[CH3:2].C1C=C(Cl)C=C(C(OO)=[O:18])C=1. The catalyst is C(Cl)Cl. The product is [CH:1]([C:4]1[CH:9]=[CH:8][CH:7]=[CH:6][N+:5]=1[O-:18])([CH3:3])[CH3:2]. The yield is 0.850. (3) The reactants are [S:1]1[CH:5]=[CH:4][CH:3]=[C:2]1[S:6]([NH:9][C:10]1[CH:11]=[C:12]([O:22][C:23]([F:26])([F:25])[F:24])[CH:13]=[C:14]2[C:18]=1[NH:17][C:16]([C:19]([NH2:21])=O)=[CH:15]2)(=[O:8])=[O:7].COC1C=CC(P2(SP(C3C=CC(OC)=CC=3)(=S)S2)=[S:36])=CC=1.[C:49]([O:54][CH2:55][CH3:56])(=[O:53])[C:50]#[C:51][CH3:52].C(P(CCCC)CCCC)CCC. The catalyst is O1CCCC1.C1(C)C=CC=CC=1. The product is [S:1]1[CH:5]=[CH:4][CH:3]=[C:2]1[S:6]([NH:9][C:10]1[CH:11]=[C:12]([O:22][C:23]([F:24])([F:25])[F:26])[CH:13]=[C:14]2[C:18]=1[NH:17][C:16]([C:19]1[S:36][CH:51]([CH2:50][C:49]([O:54][CH2:55][CH3:56])=[O:53])[CH2:52][N:21]=1)=[CH:15]2)(=[O:8])=[O:7]. The yield is 0.280. (4) The reactants are [OH:1][C@H:2]([C:20]1[CH:25]=[CH:24][CH:23]=[CH:22][CH:21]=1)[CH2:3][NH:4][CH2:5][CH2:6][CH:7]1[CH2:12][CH2:11][N:10]([C:13]([O:15][C:16]([CH3:19])([CH3:18])[CH3:17])=[O:14])[CH2:9][CH2:8]1.[OH-].[Na+].Cl[CH2:29][C:30](Cl)=[O:31]. The catalyst is O1CCCC1.O.[Cl-].C([N+](CCCC)(CCCC)CCCC)C1C=CC=CC=1. The product is [O:31]=[C:30]1[CH2:29][O:1][C@H:2]([C:20]2[CH:21]=[CH:22][CH:23]=[CH:24][CH:25]=2)[CH2:3][N:4]1[CH2:5][CH2:6][CH:7]1[CH2:12][CH2:11][N:10]([C:13]([O:15][C:16]([CH3:19])([CH3:18])[CH3:17])=[O:14])[CH2:9][CH2:8]1. The yield is 0.880. (5) The reactants are [CH3:1][C:2]1[CH:7]=[CH:6][N:5]=[C:4]([NH2:8])[N:3]=1.[Br:9]N1C(=O)CCC1=O. The catalyst is C(Cl)(Cl)Cl.C(Cl)Cl. The product is [Br:9][C:7]1[C:2]([CH3:1])=[N:3][C:4]([NH2:8])=[N:5][CH:6]=1. The yield is 0.860.